From a dataset of Catalyst prediction with 721,799 reactions and 888 catalyst types from USPTO. Predict which catalyst facilitates the given reaction. Reactant: C(OC(=O)[CH2:5][NH:6][CH2:7][C@H:8]([NH:12][C:13]([O:15]CC1C=CC=CC=1)=O)[CH:9]([CH3:11])[CH3:10])C.[H][H]. Product: [CH:9]([C@H:8]1[NH:12][C:13](=[O:15])[CH2:5][NH:6][CH2:7]1)([CH3:11])[CH3:10]. The catalyst class is: 19.